From a dataset of Forward reaction prediction with 1.9M reactions from USPTO patents (1976-2016). Predict the product of the given reaction. (1) Given the reactants C([O:8][NH:9][CH2:10][CH2:11][C:12]([O:14][C:15]([CH3:18])([CH3:17])[CH3:16])=[O:13])C1C=CC=CC=1, predict the reaction product. The product is: [OH:8][NH:9][CH2:10][CH2:11][C:12]([O:14][C:15]([CH3:18])([CH3:17])[CH3:16])=[O:13]. (2) Given the reactants [F:1][C:2]1[CH:7]=[CH:6][C:5]([C:8]2[N:9]=[CH:10][N:11]([CH3:13])[CH:12]=2)=[CH:4][C:3]=1[CH3:14].[Br:15]N1C(=O)CCC1=O, predict the reaction product. The product is: [Br:15][C:12]1[N:11]([CH3:13])[CH:10]=[N:9][C:8]=1[C:5]1[CH:6]=[CH:7][C:2]([F:1])=[C:3]([CH3:14])[CH:4]=1. (3) Given the reactants C([NH:9][C:10]([NH:12][C:13]1[CH:18]=[C:17]([CH2:19][NH:20][C:21]2[N:22]=[CH:23][S:24][C:25]=2[C:26]([NH:28][C:29]2[CH:39]=[CH:38][C:32]3[O:33][C:34]([F:37])([F:36])[O:35][C:31]=3[CH:30]=2)=[O:27])[CH:16]=[CH:15][N:14]=1)=[O:11])(=O)C1C=CC=CC=1.C(=O)([O-])[O-].[K+].[K+], predict the reaction product. The product is: [NH2:9][C:10]([NH:12][C:13]1[CH:18]=[C:17]([CH2:19][NH:20][C:21]2[N:22]=[CH:23][S:24][C:25]=2[C:26]([NH:28][C:29]2[CH:39]=[CH:38][C:32]3[O:33][C:34]([F:36])([F:37])[O:35][C:31]=3[CH:30]=2)=[O:27])[CH:16]=[CH:15][N:14]=1)=[O:11].